Dataset: Experimentally validated miRNA-target interactions with 360,000+ pairs, plus equal number of negative samples. Task: Binary Classification. Given a miRNA mature sequence and a target amino acid sequence, predict their likelihood of interaction. (1) The miRNA is mmu-miR-29a-3p with sequence UAGCACCAUCUGAAAUCGGUUA. The protein sequence of the target gene is METLDSQRVQDRLLAAPGCSSPSGQQELFSSHVMQEESANDMECEQLPAEILRQVTVHRDPIYGFGFVAGSERPVVVRSVRPGGPSENKLLAGDQIVAINEEDVSEAPRERLIELIRSAKEFIVLTVLHTHQSPKSAFISAAKKAKLRSNPVKVRFSEQVAVGETDAKMMKKEALLLIPNVLKVFLENGQIKSFTFDGRTTVKDVMLTLQDRLSLRFIEHFALVLEYAGPEQNHKFLLLQDKQPLAYVVQRTHYHGMKCLFRISFFPKDPVELLRRDPAAFEYLYIQSRNDVIRERFGMD.... Result: 0 (no interaction). (2) The miRNA is cel-miR-1829b-5p with sequence AAGCGAUCUUCUAGAUGGUUGUA. The protein sequence of the target gene is MSEVKSRKKPGPKVAAPEPEKRSDGRKNPEARGDAGWADPRTGLSLLSLAMTLGLAWLVFQQSEKFAKVEKQYRLLQTESSEFQGLQSKISLISSKLESTENTLQEATSSISLMTQFEQEVSGLQRSIRDIETSEEMLTQKMQNLNEKFQNITDFWKRTLAEMIDDTAVFKSEVKDTHSEVTLKINSADQEIKSLTERLKDLEDSTLRNIRTVSRQEEEDLLRVEAQLSSDTKAVKKLEEEQHTLLARDEDLTNKLSSYEPKVEECKAHFPTIENAVHSVLRVSQDLIGTERKMEELTMQ.... Result: 0 (no interaction). (3) The miRNA is hsa-miR-1180-5p with sequence GGACCCACCCGGCCGGGAAUA. The protein sequence of the target gene is MASAPAEAETRQRLLRTVKKEVKQIMEEAVTRKFVHEDSSHIISFCAAVEACVLHGLRRRAAGFLRSNKIAALFMKVGKNFPPAEDLSRKVQDLEQLIESARNQIQGLQENVRKLPKLPNLSPLAIKHLWIRTALFEKVLDKIVHYLVENSSKYYEKEALLMDPVDGPILASLLVGPCALEYTKMKTADHFWTDPSADELVQRHRIHSSHVRQDSPTKRPALCIQKRHSSGSMDDRPSLSARDYVESLHQNSRATLLYGKNNVLVQPRDDMEAVPGYLSLHQTADVMTLKWTPNQLMNGS.... Result: 0 (no interaction). (4) The miRNA is hsa-miR-1915-3p with sequence CCCCAGGGCGACGCGGCGGG. The protein sequence of the target gene is MSSKRAKAKTTKKRPQRATSNVFAMFDQSQIQEFKEAFNMIDQNRDGFIDKEDLHDMLASLGKNPTDEYLEGMMSEAPGPINFTMFLTMFGEKLNGTDPEDVIRNAFACFDEEASGFIHEDHLRELLTTMGDRFTDEEVDEMYREAPIDKKGNFNYVEFTRILKHGAKDKDD. Result: 1 (interaction). (5) The miRNA is hsa-miR-6752-3p with sequence UCCCUGCCCCCAUACUCCCAG. The protein sequence of the target gene is MDISKGLPGMQGGLHIWISENRKMVPVPEGAYGNFFEEHCYVILHVPQSPKATQGASSDLHYWVGKQAGAEAQGAAEAFQQRLQDELGGQTVLHREAQGHESDCFCSYFRPGIIYRKGGLASDLKHVETNLFNIQRLLHIKGRKHVSATEVELSWNSFNKGDIFLLDLGKMMIQWNGPKTSISEKARGLALTYSLRDRERGGGRAQIGVVDDEAKAPDLMQIMEAVLGRRVGSLRAATPSKDINQLQKANVRLYHVYEKGKDLVVLELATPPLTQDLLQEEDFYILDQGGFKIYVWQGRM.... Result: 0 (no interaction). (6) The miRNA is hsa-miR-4793-3p with sequence UCUGCACUGUGAGUUGGCUGGCU. Result: 1 (interaction). The protein sequence of the target gene is MGILFTRIWRLFNHQEHKVIIVGLDNAGKTTILYQFSMNEVVHTSPTIGSNVEEIVINNTRFLMWDIGGQESLRSSWNTYYTNTEFVIVVVDSTDRERISVTREELYKMLAHEDLRKAGLLIFANKQDVKECMTVAEISQFLKLTSIKDHQWHIQACCALTGEGLCQGLEWMMSRLKIR.